Dataset: Forward reaction prediction with 1.9M reactions from USPTO patents (1976-2016). Task: Predict the product of the given reaction. (1) Given the reactants [CH2:1]([C:3]1[NH:4][C:5]2[C:10]([C:11]=1[CH:12]=O)=[CH:9][CH:8]=[CH:7][CH:6]=2)[CH3:2].[S:14]1[CH2:18][C:17](=[O:19])[NH:16][C:15]1=[O:20], predict the reaction product. The product is: [CH2:1]([C:3]1[NH:4][C:5]2[C:10]([C:11]=1[CH:12]=[C:18]1[S:14][C:15](=[O:20])[NH:16][C:17]1=[O:19])=[CH:9][CH:8]=[CH:7][CH:6]=2)[CH3:2]. (2) Given the reactants [NH2:1][C:2]1[C:3]([NH:31][C:32]([NH:34][C:35](=[O:39])[O:36][CH2:37][CH3:38])=C)=[N:4][CH:5]=[C:6]([C:8]2[CH:9]=[CH:10][C:11]3[O:17][CH2:16][CH2:15][N:14]([C:18]4[C:27]5[CH2:26][C:25]([CH3:29])([CH3:28])[CH2:24][CH2:23][C:22]=5[N:21]=[CH:20][N:19]=4)[CH2:13][C:12]=3[CH:30]=2)[CH:7]=1, predict the reaction product. The product is: [CH3:28][C:25]1([CH3:29])[CH2:24][CH2:23][C:22]2[N:21]=[CH:20][N:19]=[C:18]([N:14]3[CH2:13][C:12]4[CH:30]=[C:8]([C:6]5[CH:7]=[C:2]6[NH:1][C:32]([NH:34][C:35](=[O:39])[O:36][CH2:37][CH3:38])=[N:31][C:3]6=[N:4][CH:5]=5)[CH:9]=[CH:10][C:11]=4[O:17][CH2:16][CH2:15]3)[C:27]=2[CH2:26]1. (3) Given the reactants C(N1[C:12]2[C:7](=[CH:8]C=CC=2)[C:6](=O)[C:5]1=O)CC.[Cl:15][C:16]1[CH:17]=[C:18]2[C:22](=[CH:23][CH:24]=1)[NH:21][C:20](=[O:25])[C:19]2=[O:26].BrCCC(C)C, predict the reaction product. The product is: [Cl:15][C:16]1[CH:17]=[C:18]2[C:22](=[CH:23][CH:24]=1)[N:21]([CH2:5][CH2:6][CH:7]([CH3:12])[CH3:8])[C:20](=[O:25])[C:19]2=[O:26]. (4) The product is: [S:35]([OH:39])([OH:38])(=[O:37])=[O:36].[CH2:1]([O:3][C:4]([NH:6][CH2:7][C:8]1([CH2:14][C:15]([O:17][C:18]2[CH:23]=[CH:22][CH:21]=[C:20]([C@@:24]3([OH:34])[CH2:29][CH2:28][CH2:27][CH2:26][C@@H:25]3[CH2:30][N:31]([CH3:32])[CH3:33])[CH:19]=2)=[O:16])[CH2:9][CH2:10][CH2:11][CH2:12][CH2:13]1)=[O:5])[CH3:2]. Given the reactants [CH2:1]([O:3][C:4]([NH:6][CH2:7][C:8]1([CH2:14][C:15]([O:17][C:18]2[CH:23]=[CH:22][CH:21]=[C:20]([C@@:24]3([OH:34])[CH2:29][CH2:28][CH2:27][CH2:26][C@@H:25]3[CH2:30][N:31]([CH3:33])[CH3:32])[CH:19]=2)=[O:16])[CH2:13][CH2:12][CH2:11][CH2:10][CH2:9]1)=[O:5])[CH3:2].[S:35](=[O:39])(=[O:38])([OH:37])[OH:36], predict the reaction product. (5) Given the reactants [Si:1]([O:8][CH2:9][CH2:10][CH2:11][CH2:12][CH2:13][CH2:14][CH:15](O)[CH2:16][CH2:17][CH2:18][CH2:19][C:20]#[C:21][Si:22]([CH3:25])([CH3:24])[CH3:23])([C:4]([CH3:7])([CH3:6])[CH3:5])([CH3:3])[CH3:2].BrCCCCCCCC[O:36][Si](C(C)(C)C)(C)C.C[Si](C)(C)C#CCCC=O, predict the reaction product. The product is: [Si:1]([O:8][CH2:9][CH2:10][CH2:11][CH2:12][CH2:13][CH2:14][CH2:15][CH2:16][CH:17]([OH:36])[CH2:18][CH2:19][C:20]#[C:21][Si:22]([CH3:25])([CH3:24])[CH3:23])([C:4]([CH3:7])([CH3:6])[CH3:5])([CH3:3])[CH3:2]. (6) Given the reactants [H-].[Na+].Cl[C:4]1[CH:5]=[C:6]([CH2:14][CH3:15])[C:7]2[N:8]([C:10]([NH2:13])=[N:11][N:12]=2)[N:9]=1.[OH2:16].ClCCl, predict the reaction product. The product is: [CH2:14]([C:6]1[C:7]2[N:8]([C:10]([NH2:13])=[N:11][N:12]=2)[N:9]=[C:4]([O:16][CH:6]([CH2:14][CH3:15])[CH2:5][CH3:4])[CH:5]=1)[CH3:15].